Dataset: Forward reaction prediction with 1.9M reactions from USPTO patents (1976-2016). Task: Predict the product of the given reaction. (1) Given the reactants [ClH:1].[N:2]12[CH2:9][CH2:8][CH:5]([CH2:6][CH2:7]1)[CH:4]([CH2:10][C:11]([O:13]C1C(F)=C(F)C(F)=C(F)C=1F)=O)[CH2:3]2.N[C:26]1[CH:27]=[C:28]2[C:33](=[CH:34][CH:35]=1)[N:32]=[CH:31][CH:30]=[CH:29]2.C(=O)([O-])[O-].Cl.C[N:42](C=O)C, predict the reaction product. The product is: [ClH:1].[N:2]12[CH2:7][CH2:6][CH:5]([CH2:8][CH2:9]1)[CH:4]([CH2:10][C:11]([NH:42][C:35]1[CH:34]=[C:33]3[C:28]([CH:29]=[CH:30][CH:31]=[N:32]3)=[CH:27][CH:26]=1)=[O:13])[CH2:3]2. (2) The product is: [N:63]([CH:8]([C:5]1[CH:6]=[CH:7][C:2]([Cl:1])=[CH:3][CH:4]=1)[CH2:9][N:10]([CH2:21][C:22]1[CH:27]=[C:26]([C:28]([F:30])([F:31])[F:29])[CH:25]=[CH:24][C:23]=1[C:32]1[CH:37]=[C:36]([CH:38]([CH3:40])[CH3:39])[CH:35]=[CH:34][C:33]=1[O:41][CH3:42])[C:11](=[O:20])[O:12][CH2:13][C:14]1[CH:15]=[CH:16][CH:17]=[CH:18][CH:19]=1)=[N+:64]=[N-:65]. Given the reactants [Cl:1][C:2]1[CH:7]=[CH:6][C:5]([CH:8](O)[CH2:9][N:10]([CH2:21][C:22]2[CH:27]=[C:26]([C:28]([F:31])([F:30])[F:29])[CH:25]=[CH:24][C:23]=2[C:32]2[CH:37]=[C:36]([CH:38]([CH3:40])[CH3:39])[CH:35]=[CH:34][C:33]=2[O:41][CH3:42])[C:11](=[O:20])[O:12][CH2:13][C:14]2[CH:19]=[CH:18][CH:17]=[CH:16][CH:15]=2)=[CH:4][CH:3]=1.C(N(CC)C(C)C)(C)C.CS(Cl)(=O)=O.C([O-])(O)=O.[Na+].[N-:63]=[N+:64]=[N-:65].[Na+], predict the reaction product. (3) Given the reactants Cl[C:2]1[CH:7]=[CH:6][N:5]=[C:4]([C:8]([NH:10][CH2:11][CH:12]2[CH2:14][CH2:13]2)=[O:9])[CH:3]=1.[CH:15]1[C:20]([N+:21]([O-:23])=[O:22])=[CH:19][CH:18]=[C:17]([OH:24])[CH:16]=1.CCN(C(C)C)C(C)C.CN1CCCC1=O, predict the reaction product. The product is: [CH:12]1([CH2:11][NH:10][C:8]([C:4]2[CH:3]=[C:2]([O:24][C:17]3[CH:16]=[CH:15][C:20]([N+:21]([O-:23])=[O:22])=[CH:19][CH:18]=3)[CH:7]=[CH:6][N:5]=2)=[O:9])[CH2:14][CH2:13]1. (4) The product is: [CH:22]([N:1]1[CH2:6][CH2:5][CH2:4][CH:3]([C:7]2[CH:20]=[C:10]3[NH:11][C:12](=[O:19])[C:13]4[C:18]([N:9]3[N:8]=2)=[CH:17][CH:16]=[CH:15][CH:14]=4)[CH2:2]1)([CH3:24])[CH3:23]. Given the reactants [NH:1]1[CH2:6][CH2:5][CH2:4][CH:3]([C:7]2[CH:20]=[C:10]3[NH:11][C:12](=[O:19])[C:13]4[C:18]([N:9]3[N:8]=2)=[CH:17][CH:16]=[CH:15][CH:14]=4)[CH2:2]1.I[CH:22]([CH3:24])[CH3:23].[H-].[Na+].O, predict the reaction product.